Dataset: Forward reaction prediction with 1.9M reactions from USPTO patents (1976-2016). Task: Predict the product of the given reaction. (1) The product is: [F:30][C:10]1[C:11]([C:16]2[C:23]([C:24]3[CH:29]=[CH:28][N:27]=[CH:26][CH:25]=3)=[C:19]3[S:20][CH2:21][CH2:22][N:18]3[N:17]=2)=[C:12]([F:15])[CH:13]=[CH:14][C:9]=1[NH2:8]. Given the reactants C([N:8](CC1C=CC=CC=1)[C:9]1[CH:14]=[CH:13][C:12]([F:15])=[C:11]([C:16]2[C:23]([C:24]3[CH:29]=[CH:28][N:27]=[CH:26][CH:25]=3)=[C:19]3[S:20][CH2:21][CH2:22][N:18]3[N:17]=2)[C:10]=1[F:30])C1C=CC=CC=1.FC(F)(F)S(O)(=O)=O, predict the reaction product. (2) The product is: [CH2:17]([O:16][C:13]1[CH:14]=[CH:15][C:10]([N:7]2[C:8]([CH3:9])=[C:4]3[C:5]([C:22]([CH3:23])=[N:25][N:26]=[C:1]3[CH3:2])=[C:6]2[CH3:21])=[C:11]([O:19][CH3:20])[CH:12]=1)[CH3:18]. Given the reactants [C:1]([C:4]1[C:5]([C:22](=O)[CH3:23])=[C:6]([CH3:21])[N:7]([C:10]2[CH:15]=[CH:14][C:13]([O:16][CH2:17][CH3:18])=[CH:12][C:11]=2[O:19][CH3:20])[C:8]=1[CH3:9])(=O)[CH3:2].[NH2:25][NH2:26], predict the reaction product. (3) Given the reactants [H-].[Na+].[CH2:3]1[CH2:7][O:6][CH2:5][CH2:4]1.[N:8]1[O:9][N:10]=[C:11]2[CH:16]=C(C=O)[CH:14]=[CH:13][C:12]=12.C(=[O:26])C1C=CC=CC=1, predict the reaction product. The product is: [N:8]1[O:9][N:10]=[C:11]2[CH:16]=[C:7](/[CH:3]=[CH:4]/[C:5]([OH:26])=[O:6])[CH:14]=[CH:13][C:12]=12.